Dataset: Forward reaction prediction with 1.9M reactions from USPTO patents (1976-2016). Task: Predict the product of the given reaction. (1) Given the reactants [C:1]1([CH2:7][CH2:8][CH2:9][C:10]([NH:12][CH2:13][CH2:14][C:15]([OH:17])=O)=[O:11])[CH:6]=[CH:5][CH:4]=[CH:3][CH:2]=1.Cl.Cl.[CH2:20]([O:22][C:23](=[O:32])[CH:24]([NH2:31])[CH2:25][C:26]1[NH:27][CH:28]=[N:29][CH:30]=1)[CH3:21].CCN(CC)CC.CN(C(ON1N=NC2C=CC=CC1=2)=[N+](C)C)C.F[P-](F)(F)(F)(F)F, predict the reaction product. The product is: [CH2:20]([O:22][C:23](=[O:32])[CH:24]([NH:31][C:15](=[O:17])[CH2:14][CH2:13][NH:12][C:10](=[O:11])[CH2:9][CH2:8][CH2:7][C:1]1[CH:2]=[CH:3][CH:4]=[CH:5][CH:6]=1)[CH2:25][C:26]1[NH:27][CH:28]=[N:29][CH:30]=1)[CH3:21]. (2) Given the reactants Cl.[CH2:2]([C:4]1[S:24][C:7]2[N:8]=[C:9]([S:18][CH2:19][C:20]([O:22][CH3:23])=[O:21])[N:10]=[C:11]([N:12]3[CH2:17][CH2:16][NH:15][CH2:14][CH2:13]3)[C:6]=2[CH:5]=1)[CH3:3].C(N(C(C)C)CC)(C)C.[C:34]1([CH3:43])[CH:39]=[CH:38][C:37]([C:40](Cl)=[O:41])=[CH:36][CH:35]=1, predict the reaction product. The product is: [CH2:2]([C:4]1[S:24][C:7]2[N:8]=[C:9]([S:18][CH2:19][C:20]([O:22][CH3:23])=[O:21])[N:10]=[C:11]([N:12]3[CH2:17][CH2:16][N:15]([C:40](=[O:41])[C:37]4[CH:38]=[CH:39][C:34]([CH3:43])=[CH:35][CH:36]=4)[CH2:14][CH2:13]3)[C:6]=2[CH:5]=1)[CH3:3]. (3) Given the reactants [OH-].[Na+].[NH2:3][C:4]([C:6]1[CH:7]=[N:8][C:9]2[C:14]([C:15]=1[NH:16][C:17]1[CH:18]=[C:19]([CH:24]=[CH:25][CH:26]=1)[C:20]([O:22]C)=[O:21])=[CH:13][C:12]([O:27][CH3:28])=[C:11]([C:29]1[C:30]([CH3:35])=[N:31][NH:32][C:33]=1[CH3:34])[CH:10]=2)=[O:5].Cl, predict the reaction product. The product is: [NH2:3][C:4]([C:6]1[CH:7]=[N:8][C:9]2[C:14]([C:15]=1[NH:16][C:17]1[CH:18]=[C:19]([CH:24]=[CH:25][CH:26]=1)[C:20]([OH:22])=[O:21])=[CH:13][C:12]([O:27][CH3:28])=[C:11]([C:29]1[C:33]([CH3:34])=[N:32][NH:31][C:30]=1[CH3:35])[CH:10]=2)=[O:5]. (4) The product is: [Br:1][C:2]1[CH:3]=[CH:4][C:5]([NH:26][CH2:25][C:24]2[CH:27]=[CH:28][C:29]([O:31][CH3:32])=[CH:30][C:23]=2[O:22][CH3:21])=[C:6]([C:8]([C:10]2[CH:15]=[CH:14][CH:13]=[C:12]([O:16][CH3:17])[C:11]=2[CH3:18])=[O:9])[CH:7]=1. Given the reactants [Br:1][C:2]1[CH:3]=[CH:4][C:5](F)=[C:6]([C:8]([C:10]2[CH:15]=[CH:14][CH:13]=[C:12]([O:16][CH3:17])[C:11]=2[CH3:18])=[O:9])[CH:7]=1.Cl.[CH3:21][O:22][C:23]1[CH:30]=[C:29]([O:31][CH3:32])[CH:28]=[CH:27][C:24]=1[CH2:25][NH2:26].C(=O)([O-])[O-].[K+].[K+], predict the reaction product. (5) Given the reactants [CH2:1]([N:8]1[CH2:16][CH2:15][CH:11]([C:12]([NH2:14])=O)[CH2:10][CH2:9]1)[C:2]1[CH:7]=[CH:6][CH:5]=[CH:4][CH:3]=1.[H-].[Al+3].[Li+].[H-].[H-].[H-].O, predict the reaction product. The product is: [NH2:14][CH2:12][CH:11]1[CH2:10][CH2:9][N:8]([CH2:1][C:2]2[CH:7]=[CH:6][CH:5]=[CH:4][CH:3]=2)[CH2:16][CH2:15]1.